From a dataset of Full USPTO retrosynthesis dataset with 1.9M reactions from patents (1976-2016). Predict the reactants needed to synthesize the given product. (1) Given the product [CH2:1]([O:8][C:9]([NH:11][C@H:12]1[CH2:16][CH2:15][N:14]([C@H:17]2[CH2:23][CH2:22][C@@H:21]([NH:20][C:25]([O:27][C:28]([CH3:30])([CH3:31])[CH3:29])=[O:26])[CH2:24][C@H:18]2[C:19]([OH:34])=[O:32])[C:13]1=[O:33])=[O:10])[C:2]1[CH:7]=[CH:6][CH:5]=[CH:4][CH:3]=1, predict the reactants needed to synthesize it. The reactants are: [CH2:1]([O:8][C:9]([NH:11][C@H:12]1[CH2:16][CH2:15][N:14]([C@H:17]2[CH2:23][CH2:22][C@@H:21]3[CH2:24][C@H:18]2[C:19](=[O:32])[N:20]3[C:25]([O:27][C:28]([CH3:31])([CH3:30])[CH3:29])=[O:26])[C:13]1=[O:33])=[O:10])[C:2]1[CH:7]=[CH:6][CH:5]=[CH:4][CH:3]=1.[OH2:34].[OH-].[Li+].O. (2) Given the product [NH:26]1[CH2:27][CH:24]([O:23][C:19]2[CH:18]=[C:17]3[C:22](=[CH:21][CH:20]=2)[C:14]2([C:35](=[O:36])[N:11]([CH2:10][C:9]([N:8]([CH2:1][C:2]4[CH:7]=[CH:6][CH:5]=[CH:4][CH:3]=4)[C@H:39]([CH:41]4[CH2:43][CH2:42]4)[CH3:40])=[O:38])[C:12](=[O:37])[NH:13]2)[CH2:15][CH2:16]3)[CH2:25]1, predict the reactants needed to synthesize it. The reactants are: [CH2:1]([N:8]([C@H:39]([CH:41]1[CH2:43][CH2:42]1)[CH3:40])[C:9](=[O:38])[CH2:10][N:11]1[C:35](=[O:36])[C:14]2([C:22]3[C:17](=[CH:18][C:19]([O:23][CH:24]4[CH2:27][N:26](C(OC(C)(C)C)=O)[CH2:25]4)=[CH:20][CH:21]=3)[CH2:16][CH2:15]2)[NH:13][C:12]1=[O:37])[C:2]1[CH:7]=[CH:6][CH:5]=[CH:4][CH:3]=1.C(O)(C(F)(F)F)=O. (3) Given the product [CH3:50][C:51]([CH3:69])([CH2:66][CH:67]=[CH2:68])[CH2:52][CH2:53][O:54][C:55]([NH:57][C@@H:58]([C:62]([CH3:64])([CH3:63])[CH3:65])[C:59]([N:30]1[CH2:31][C@:27]([O:26][CH3:25])([C:36]2[CH:45]=[CH:44][C:43]3[C:38](=[CH:39][C:40]([CH:48]=[CH2:49])=[C:41]([O:46][CH3:47])[CH:42]=3)[CH:37]=2)[CH2:28][C@H:29]1[C:32]([O:34][CH3:35])=[O:33])=[O:60])=[O:56], predict the reactants needed to synthesize it. The reactants are: CN(C(ON1N=NC2C=CC=NC1=2)=[N+](C)C)C.F[P-](F)(F)(F)(F)F.[CH3:25][O:26][C@:27]1([C:36]2[CH:45]=[CH:44][C:43]3[C:38](=[CH:39][C:40]([CH:48]=[CH2:49])=[C:41]([O:46][CH3:47])[CH:42]=3)[CH:37]=2)[CH2:31][NH:30][C@H:29]([C:32]([O:34][CH3:35])=[O:33])[CH2:28]1.[CH3:50][C:51]([CH3:69])([CH2:66][CH:67]=[CH2:68])[CH2:52][CH2:53][O:54][C:55]([NH:57][C@@H:58]([C:62]([CH3:65])([CH3:64])[CH3:63])[C:59](O)=[O:60])=[O:56]. (4) Given the product [F:17][C:18]1[CH:19]=[CH:20][C:21]([CH3:25])=[C:22]([CH:23]=1)[O:24][CH2:2][C:3]1[CH:8]=[CH:7][C:6]([C:9]2[CH:13]=[C:12]([C:14]([NH2:16])=[O:15])[O:11][N:10]=2)=[CH:5][CH:4]=1, predict the reactants needed to synthesize it. The reactants are: Br[CH2:2][C:3]1[CH:8]=[CH:7][C:6]([C:9]2[CH:13]=[C:12]([C:14]([NH2:16])=[O:15])[O:11][N:10]=2)=[CH:5][CH:4]=1.[F:17][C:18]1[CH:19]=[CH:20][C:21]([CH3:25])=[C:22]([OH:24])[CH:23]=1.C([O-])([O-])=O.[K+].[K+].